From a dataset of Forward reaction prediction with 1.9M reactions from USPTO patents (1976-2016). Predict the product of the given reaction. (1) Given the reactants Cl[C:2]1[CH:11]=[C:10]2[C:5]([C:6](=[O:22])[C:7]([C:19]([OH:21])=[O:20])=[CH:8][N:9]2[CH2:12][C:13]2[CH:18]=[CH:17][CH:16]=[CH:15][CH:14]=2)=[CH:4][CH:3]=1.[CH2:23]([NH2:26])[CH2:24][NH2:25].C(Cl)Cl, predict the reaction product. The product is: [NH2:25][CH2:24][CH2:23][NH:26][C:3]1[CH:4]=[C:5]2[C:10](=[CH:11][CH:2]=1)[N:9]([CH2:12][C:13]1[CH:18]=[CH:17][CH:16]=[CH:15][CH:14]=1)[CH:8]=[C:7]([C:19]([OH:21])=[O:20])[C:6]2=[O:22]. (2) Given the reactants [CH:1]([C:4]1[CH:9]=[CH:8][C:7]([C:10]2[C:19]3[C:14](=[CH:15][CH:16]=[C:17]([O:20][CH2:21][C:22]#[CH:23])[CH:18]=3)[N:13]=[C:12]([C:24]([OH:26])=O)[N:11]=2)=[CH:6][CH:5]=1)([CH3:3])[CH3:2].[NH:27]1[CH2:31][CH:30]=[CH:29][CH2:28]1.ClC1C(=O)C(C#N)=C(C#N)C(=O)C=1Cl.O, predict the reaction product. The product is: [N:27]1([C:24]([C:12]2[N:11]=[C:10]([C:7]3[CH:6]=[CH:5][C:4]([CH:1]([CH3:2])[CH3:3])=[CH:9][CH:8]=3)[C:19]3[C:14](=[CH:15][CH:16]=[C:17]([O:20][CH2:21][C:22]#[CH:23])[CH:18]=3)[N:13]=2)=[O:26])[CH2:31][CH:30]=[CH:29][CH2:28]1. (3) Given the reactants [CH2:1]([OH:3])[CH3:2].COC([CH:8]1[CH2:12][CH2:11][CH2:10][CH:9]1[N:13]([C:19]1[C:24]([NH2:25])=[CH:23][N:22]=[C:21]([Cl:26])[N:20]=1)[CH:14]1C[CH2:17][CH2:16][CH2:15]1)=O, predict the reaction product. The product is: [Cl:26][C:21]1[N:22]=[CH:23][C:24]2[NH:25][C:1](=[O:3])[CH:2]3[CH:14]([CH2:15][CH2:16][CH2:17]3)[N:13]([CH:9]3[CH2:10][CH2:11][CH2:12][CH2:8]3)[C:19]=2[N:20]=1. (4) The product is: [Cl:1][C:2]1[CH:30]=[C:29]([Cl:31])[CH:28]=[CH:27][C:3]=1[CH2:4][O:5][CH2:6][C@H:7]1[O:11][CH:10]([OH:12])[C@:9]([C:15]#[CH:16])([OH:14])[C@@H:8]1[O:17][CH2:18][C:19]1[CH:24]=[CH:23][C:22]([Cl:25])=[CH:21][C:20]=1[Cl:26]. Given the reactants [Cl:1][C:2]1[CH:30]=[C:29]([Cl:31])[CH:28]=[CH:27][C:3]=1[CH2:4][O:5][CH2:6][C@H:7]1[O:11][CH:10]([O:12]C)[C@:9]([C:15]#[CH:16])([OH:14])[C@@H:8]1[O:17][CH2:18][C:19]1[CH:24]=[CH:23][C:22]([Cl:25])=[CH:21][C:20]=1[Cl:26].C(O)(=O)C.S(=O)(=O)(O)O.C1(C)C=CC=CC=1, predict the reaction product. (5) Given the reactants [O:1]1[CH2:6][CH2:5][N:4]([CH2:7][C:8]2N=C(N)S[CH:12]=2)[CH2:3][CH2:2]1.[NH2:14][C:15]1[S:16]C(C(OCC)=O)=C[N:19]=1, predict the reaction product. The product is: [O:1]1[CH2:2][CH2:3][N:4]([CH2:7][C:8]2[S:16][C:15]([NH2:19])=[N:14][CH:12]=2)[CH2:5][CH2:6]1.